The task is: Predict the reaction yield, written as a fraction of the theoretical maximum amount of product (1.0 means a 100% yield; for example, 0.34 means a 34% yield).. This data is from Reaction yield outcomes from USPTO patents with 853,638 reactions. The yield is 0.410. The product is [F:2][C:3]1[C:11]([CH:12]([C:14]2[N:18]3[N:19]=[C:20]([C:23](=[O:25])[CH3:24])[CH:21]=[CH:22][C:17]3=[N:16][CH:15]=2)[CH3:13])=[C:10]([F:28])[CH:9]=[C:8]2[C:4]=1[CH:5]=[N:6][N:7]2[CH3:29]. The reactants are Cl.[F:2][C:3]1[C:11]([CH:12]([C:14]2[N:18]3[N:19]=[C:20]([C:23]([O:25]CC)=[CH2:24])[CH:21]=[CH:22][C:17]3=[N:16][CH:15]=2)[CH3:13])=[C:10]([F:28])[CH:9]=[C:8]2[C:4]=1[CH:5]=[N:6][N:7]2[CH3:29].C([O-])(O)=O.[Na+]. The catalyst is CO.